Dataset: Full USPTO retrosynthesis dataset with 1.9M reactions from patents (1976-2016). Task: Predict the reactants needed to synthesize the given product. (1) Given the product [CH2:1]([O:8][C:9]1[CH:10]=[CH:11][C:12]([C@@H:20]([O:37][Si:38]([C:41]([CH3:44])([CH3:43])[CH3:42])([CH3:39])[CH3:40])[CH2:21][N:22]([CH2:23][CH:24]2[CH2:29][CH2:28][N:27]([CH2:30][C:31]3[CH:36]=[CH:35][CH:34]=[CH:33][CH:32]=3)[CH2:26][CH2:25]2)[C:50](=[O:51])[O:49][C:45]([CH3:48])([CH3:47])[CH3:46])=[C:13]2[C:18]=1[NH:17][C:16](=[O:19])[CH:15]=[CH:14]2)[C:2]1[CH:7]=[CH:6][CH:5]=[CH:4][CH:3]=1, predict the reactants needed to synthesize it. The reactants are: [CH2:1]([O:8][C:9]1[CH:10]=[CH:11][C:12]([C@@H:20]([O:37][Si:38]([C:41]([CH3:44])([CH3:43])[CH3:42])([CH3:40])[CH3:39])[CH2:21][NH:22][CH2:23][CH:24]2[CH2:29][CH2:28][N:27]([CH2:30][C:31]3[CH:36]=[CH:35][CH:34]=[CH:33][CH:32]=3)[CH2:26][CH2:25]2)=[C:13]2[C:18]=1[NH:17][C:16](=[O:19])[CH:15]=[CH:14]2)[C:2]1[CH:7]=[CH:6][CH:5]=[CH:4][CH:3]=1.[C:45]([O:49][C:50](O[C:50]([O:49][C:45]([CH3:48])([CH3:47])[CH3:46])=[O:51])=[O:51])([CH3:48])([CH3:47])[CH3:46]. (2) Given the product [ClH:50].[Cl:50][C:45]1[CH:44]=[C:43]([C@@H:39]2[O:40][CH2:41][CH2:42][NH:37][CH2:38]2)[CH:48]=[CH:47][C:46]=1[NH:49][C:14]([C:12]1[CH:11]=[N:10][N:9]([C:6]2[CH:5]=[CH:4][C:3]([C:1]#[N:2])=[CH:8][CH:7]=2)[CH:13]=1)=[O:16], predict the reactants needed to synthesize it. The reactants are: [C:1]([C:3]1[CH:8]=[CH:7][C:6]([N:9]2[CH:13]=[C:12]([C:14]([OH:16])=O)[CH:11]=[N:10]2)=[CH:5][CH:4]=1)#[N:2].FC(F)(F)C1C=C(C(O)=O)C=CN=1.C(OC([N:37]1[CH2:42][CH2:41][O:40][C@@H:39]([C:43]2[CH:48]=[CH:47][C:46]([NH2:49])=[C:45]([Cl:50])[CH:44]=2)[CH2:38]1)=O)(C)(C)C.